From a dataset of Buchwald-Hartwig C-N cross coupling reaction yields with 55,370 reactions. Predict the reaction yield, written as a fraction of the theoretical maximum amount of product (1.0 means a 100% yield; for example, 0.34 means a 34% yield). The yield is 0.0489. The reactants are COc1ccc(I)cc1.Cc1ccc(N)cc1.O=S(=O)(O[Pd]1c2ccccc2-c2ccccc2N~1)C(F)(F)F.COc1ccc(OC)c(P([C@]23C[C@H]4C[C@H](C[C@H](C4)C2)C3)[C@]23C[C@H]4C[C@H](C[C@H](C4)C2)C3)c1-c1c(C(C)C)cc(C(C)C)cc1C(C)C.CCN=P(N=P(N(C)C)(N(C)C)N(C)C)(N(C)C)N(C)C.CCOC(=O)c1cnoc1. No catalyst specified. The product is COc1ccc(Nc2ccc(C)cc2)cc1.